This data is from Forward reaction prediction with 1.9M reactions from USPTO patents (1976-2016). The task is: Predict the product of the given reaction. Given the reactants [N+:1]([CH2:3][C:4]([O:6][CH3:7])=O)#[C-].FC1C=CC([CH:13]=[O:14])=CC=1.[OH-].[K+].[K].CC1CC[NH:24]CC1.CCN=C=NCCCN(C)C.C1C=CC2N(O)N=NC=2C=1, predict the reaction product. The product is: [O:6]1[CH2:4][CH2:3][N:1]=[C:7]1[C:13]([NH2:24])=[O:14].[O:6]1[CH2:4][CH2:3][N:1]=[CH:7]1.